Dataset: Catalyst prediction with 721,799 reactions and 888 catalyst types from USPTO. Task: Predict which catalyst facilitates the given reaction. (1) Reactant: Cl[C:2]1[N:7]=[C:6]([NH:8][C:9]2[NH:10][N:11]=[C:12]([CH:14]3[CH2:18][CH2:17][CH2:16][CH2:15]3)[CH:13]=2)[CH:5]=[CH:4][N:3]=1.[O:19]1[CH2:23][CH2:22][CH2:21][CH:20]1[C:24]1[CH:28]=[C:27]([CH2:29]N)[O:26][N:25]=1.[CH:31]([N:34](C(C)C)CC)(C)C. Product: [CH:14]1([C:12]2[CH:13]=[C:9]([NH:8][C:6]3[CH:5]=[CH:4][N:3]=[C:2]([NH:34][CH2:31][CH2:29][C:27]4[O:26][N:25]=[C:24]([CH:20]5[CH2:21][CH2:22][CH2:23][O:19]5)[CH:28]=4)[N:7]=3)[NH:10][N:11]=2)[CH2:18][CH2:17][CH2:16][CH2:15]1. The catalyst class is: 141. (2) Reactant: Cl[C:2]1[C:11]2=[N:12][N:13](CC3C=CC(OC)=CC=3)[CH:14]=[C:10]2[C:9]2[CH:8]=[C:7]([O:24][CH3:25])[CH:6]=[CH:5][C:4]=2[N:3]=1.[C:26]([C:30]1[NH:34][N:33]=[C:32]([NH2:35])[CH:31]=1)([CH3:29])([CH3:28])[CH3:27].Cl. Product: [C:26]([C:30]1[NH:34][N:33]=[C:32]([NH:35][C:2]2[C:11]3[NH:12][N:13]=[CH:14][C:10]=3[C:9]3[CH:8]=[C:7]([O:24][CH3:25])[CH:6]=[CH:5][C:4]=3[N:3]=2)[CH:31]=1)([CH3:29])([CH3:28])[CH3:27]. The catalyst class is: 71. (3) Reactant: [NH2:1][C:2]1[C:11]2[C:6](=[CH:7][CH:8]=[CH:9][CH:10]=2)[C:5](Br)=[CH:4][CH:3]=1.[C:13]([Cu])#[N:14]. Product: [NH2:1][C:2]1[C:11]2[C:6](=[CH:7][CH:8]=[CH:9][CH:10]=2)[C:5]([C:13]#[N:14])=[CH:4][CH:3]=1. The catalyst class is: 122. (4) Reactant: N1C=CC=C[CH:2]=1.[C:7]([NH:15][NH2:16])(=O)[C:8]1[CH:13]=[CH:12][N:11]=[CH:10][CH:9]=1.CS[C:19]([N:21]1[CH2:26][CH2:25][O:24][CH2:23][C:22]1(C)[C:27]1[O:31][N:30]=[C:29]([C:32]2[CH:37]=[CH:36][CH:35]=[C:34]([Cl:38])[CH:33]=2)[N:28]=1)=[NH:20]. Product: [Cl:38][C:34]1[CH:33]=[C:32]([C:29]2[N:28]=[C:27]([CH:22]3[CH2:23][O:24][CH2:25][CH2:26][N:21]3[C:19]3[N:20]([CH3:2])[C:7]([C:8]4[CH:13]=[CH:12][N:11]=[CH:10][CH:9]=4)=[N:15][N:16]=3)[O:31][N:30]=2)[CH:37]=[CH:36][CH:35]=1. The catalyst class is: 412. (5) Reactant: [OH:1][CH2:2][C:3]1[N:4]([CH2:10][C:11]2[CH:16]=[C:15]([C:17]3[CH:22]=[CH:21][CH:20]=[CH:19][CH:18]=3)[CH:14]=[CH:13][C:12]=2[CH3:23])[C:5](=[O:9])[N:6]([CH3:8])[N:7]=1. Product: [CH:2]([C:3]1[N:4]([CH2:10][C:11]2[CH:16]=[C:15]([C:17]3[CH:22]=[CH:21][CH:20]=[CH:19][CH:18]=3)[CH:14]=[CH:13][C:12]=2[CH3:23])[C:5](=[O:9])[N:6]([CH3:8])[N:7]=1)=[O:1]. The catalyst class is: 428.